From a dataset of Full USPTO retrosynthesis dataset with 1.9M reactions from patents (1976-2016). Predict the reactants needed to synthesize the given product. (1) Given the product [Cl:1][C:2]1[CH:3]=[N+:4]([O-:27])[CH:5]=[C:6]([Cl:26])[C:7]=1[CH2:8][C@@H:9]([C:11]1[CH:16]=[CH:15][C:14]([O:17][CH:18]([F:20])[F:19])=[C:13]([O:21][CH2:22][CH:23]2[CH2:25][CH2:24]2)[CH:12]=1)[O:10][C:40](=[O:41])[CH2:39][N:35]1[C:36]2[C:32](=[CH:31][C:30]([O:29][CH3:28])=[CH:38][CH:37]=2)[C:33](=[O:44])[C:34]1=[O:43], predict the reactants needed to synthesize it. The reactants are: [Cl:1][C:2]1[CH:3]=[N+:4]([O-:27])[CH:5]=[C:6]([Cl:26])[C:7]=1[CH2:8][C@@H:9]([C:11]1[CH:16]=[CH:15][C:14]([O:17][CH:18]([F:20])[F:19])=[C:13]([O:21][CH2:22][CH:23]2[CH2:25][CH2:24]2)[CH:12]=1)[OH:10].[CH3:28][O:29][C:30]1[CH:31]=[C:32]2[C:36](=[CH:37][CH:38]=1)[N:35]([CH2:39][C:40](O)=[O:41])[C:34](=[O:43])[C:33]2=[O:44].C(Cl)CCl. (2) Given the product [Cl:1][C:2]1[CH:3]=[C:4]([NH:9][C:10]2[C:19]3[C:14](=[CH:15][N:16]=[C:17]([NH:23][CH2:24][C@H:25]([OH:27])[CH3:26])[CH:18]=3)[N:13]=[CH:12][C:11]=2[C:21]#[N:22])[CH:5]=[CH:6][C:7]=1[F:8], predict the reactants needed to synthesize it. The reactants are: [Cl:1][C:2]1[CH:3]=[C:4]([NH:9][C:10]2[C:19]3[C:14](=[CH:15][N:16]=[C:17](F)[CH:18]=3)[N:13]=[CH:12][C:11]=2[C:21]#[N:22])[CH:5]=[CH:6][C:7]=1[F:8].[NH2:23][CH2:24][C@H:25]([OH:27])[CH3:26]. (3) Given the product [Cl:1][C:2]1[CH:3]=[CH:4][C:5]([CH2:6][NH:7][C:8]([C:10]2[C:11](=[O:22])[C:12]3[CH:19]=[C:18]([CH2:20][N:39]4[CH2:44][CH2:43][O:42][CH2:41][CH2:40]4)[S:17][C:13]=3[N:14]([CH3:16])[CH:15]=2)=[O:9])=[CH:23][CH:24]=1, predict the reactants needed to synthesize it. The reactants are: [Cl:1][C:2]1[CH:24]=[CH:23][C:5]([CH2:6][NH:7][C:8]([C:10]2[C:11](=[O:22])[C:12]3[CH:19]=[C:18]([CH2:20]O)[S:17][C:13]=3[N:14]([CH3:16])[CH:15]=2)=[O:9])=[CH:4][CH:3]=1.N1C(C)=CC(C)=CC=1C.CS(Cl)(=O)=O.[NH:39]1[CH2:44][CH2:43][O:42][CH2:41][CH2:40]1. (4) Given the product [Br:1][C:2]1[CH:3]=[C:4]([CH3:27])[C:5]([C:21]#[C:22][Br:35])=[C:6]2[C:10]=1[N:9]([S:11]([C:14]1[CH:20]=[CH:19][C:17]([CH3:18])=[CH:16][CH:15]=1)(=[O:13])=[O:12])[CH:8]=[CH:7]2, predict the reactants needed to synthesize it. The reactants are: [Br:1][C:2]1[CH:3]=[C:4]([CH3:27])[C:5]([C:21]#[C:22][Si](C)(C)C)=[C:6]2[C:10]=1[N:9]([S:11]([C:14]1[CH:20]=[CH:19][C:17]([CH3:18])=[CH:16][CH:15]=1)(=[O:13])=[O:12])[CH:8]=[CH:7]2.C1C(=O)N([Br:35])C(=O)C1. (5) Given the product [CH2:5]([O:6][C:3]1[C:4]([C:5]([OH:7])=[O:6])=[CH:8][CH:9]=[CH:10][N:11]=1)[CH2:4][CH2:8][CH3:9], predict the reactants needed to synthesize it. The reactants are: [Na].Cl[C:3]1[N:11]=[CH:10][CH:9]=[CH:8][C:4]=1[C:5]([OH:7])=[O:6]. (6) Given the product [CH2:13]([O:20][C:21]1[CH:22]=[C:23]([C:2]2[N:7]=[C:6]([C:8]([O:10][CH3:11])=[O:9])[CH:5]=[CH:4][C:3]=2[OH:12])[CH:24]=[CH:25][C:26]=1[Cl:27])[C:14]1[CH:15]=[CH:16][CH:17]=[CH:18][CH:19]=1, predict the reactants needed to synthesize it. The reactants are: Br[C:2]1[N:7]=[C:6]([C:8]([O:10][CH3:11])=[O:9])[CH:5]=[CH:4][C:3]=1[OH:12].[CH2:13]([O:20][C:21]1[CH:22]=[C:23](B(O)O)[CH:24]=[CH:25][C:26]=1[Cl:27])[C:14]1[CH:19]=[CH:18][CH:17]=[CH:16][CH:15]=1.C(=O)([O-])[O-].[Cs+].[Cs+].Cl. (7) The reactants are: [O:1]1[C:6]2[CH:7]=[CH:8][CH:9]=[C:10]([NH:11][C:12](=[O:14])[CH3:13])[C:5]=2[O:4][CH2:3][CH2:2]1.[Br:15]Br. Given the product [Br:15][C:7]1[C:6]2[O:1][CH2:2][CH2:3][O:4][C:5]=2[C:10]([NH:11][C:12](=[O:14])[CH3:13])=[CH:9][CH:8]=1, predict the reactants needed to synthesize it.